From a dataset of Full USPTO retrosynthesis dataset with 1.9M reactions from patents (1976-2016). Predict the reactants needed to synthesize the given product. (1) The reactants are: [C:1]([C:3]1[CH:4]=[N:5][CH:6]=[C:7]([CH:20]=1)[C:8]([N:10]=[S:11]([CH3:19])(=[O:18])[C:12]1[CH:17]=[CH:16][CH:15]=[CH:14][CH:13]=1)=[O:9])#[CH:2].Br[C:22]1[S:26][C:25]([NH:27][C:28](=[O:35])[C:29]2[CH:34]=[CH:33][CH:32]=[CH:31][CH:30]=2)=[N:24][CH:23]=1. Given the product [C:28]([NH:27][C:25]1[S:26][C:22]([C:2]#[C:1][C:3]2[CH:4]=[N:5][CH:6]=[C:7]([CH:20]=2)[C:8]([N:10]=[S:11]([CH3:19])(=[O:18])[C:12]2[CH:13]=[CH:14][CH:15]=[CH:16][CH:17]=2)=[O:9])=[CH:23][N:24]=1)(=[O:35])[C:29]1[CH:30]=[CH:31][CH:32]=[CH:33][CH:34]=1, predict the reactants needed to synthesize it. (2) Given the product [CH:7]1[CH:8]=[CH:9][CH:10]=[C:11]2[C:6]=1[C:5]1[CH2:12][C:13]3[CH:14]=[CH:15][CH:16]=[CH:17][C:18]=3[C:4]=1[N:3]=[CH:2]2, predict the reactants needed to synthesize it. The reactants are: O=[C:2]1[C:11]2[C:6](=[CH:7][CH:8]=[CH:9][CH:10]=2)[C:5]2[C:12](=O)[C:13]3[CH:14]=[CH:15][CH:16]=[CH:17][C:18]=3[C:4]=2[NH:3]1.C([SiH](CC)CC)C.CO.C(Cl)Cl. (3) Given the product [F:37][C:17]1[CH:18]=[C:19]([CH2:22][NH:23][C:24]([C:26]2[C:27]([CH3:36])=[N:28][C:29]3[C:34]([CH:35]=2)=[CH:33][CH:32]=[CH:31][N:30]=3)=[O:25])[CH:20]=[CH:21][C:16]=1[CH2:15][O:14][CH2:13][CH2:12][F:64], predict the reactants needed to synthesize it. The reactants are: CC1C=CC(S(O[CH2:12][CH2:13][O:14][CH2:15][C:16]2[CH:21]=[CH:20][C:19]([CH2:22][NH:23][C:24]([C:26]3[C:27]([CH3:36])=[N:28][C:29]4[C:34]([CH:35]=3)=[CH:33][CH:32]=[CH:31][N:30]=4)=[O:25])=[CH:18][C:17]=2[F:37])(=O)=O)=CC=1.C1N2CCOCCOCCN(CCOCCOCC2)CCOCCOC1.[F-:64].[K+]. (4) Given the product [N:1]1([CH2:6][C:7]2[CH:23]=[CH:22][C:10]([CH2:11][N:12]3[CH:20]=[C:19]4[C:14]([N:15]=[CH:16][N:17]=[C:18]4[NH:34][CH2:33][C:27]4[CH:28]=[C:29]([CH3:32])[CH:30]=[CH:31][C:26]=4[O:25][CH3:24])=[N:13]3)=[CH:9][CH:8]=2)[CH:5]=[CH:4][CH:3]=[N:2]1, predict the reactants needed to synthesize it. The reactants are: [N:1]1([CH2:6][C:7]2[CH:23]=[CH:22][C:10]([CH2:11][N:12]3[CH:20]=[C:19]4[C:14]([N:15]=[CH:16][N:17]=[C:18]4Cl)=[N:13]3)=[CH:9][CH:8]=2)[CH:5]=[CH:4][CH:3]=[N:2]1.[CH3:24][O:25][C:26]1[CH:31]=[CH:30][C:29]([CH3:32])=[CH:28][C:27]=1[CH2:33][NH2:34].CCN(C(C)C)C(C)C. (5) Given the product [CH:29]([C:28]1[C:24]([C:9]2[CH:8]=[C:7]([NH:6][C:4](=[O:5])[CH:3]=[C:2]([CH3:1])[CH3:22])[CH:12]=[CH:11][CH:10]=2)=[N:25][N:26]([CH:31]2[CH2:36][CH2:35][CH2:34][CH2:33][O:32]2)[CH:27]=1)=[O:30], predict the reactants needed to synthesize it. The reactants are: [CH3:1][C:2]([CH3:22])=[CH:3][C:4]([NH:6][C:7]1[CH:12]=[CH:11][CH:10]=[C:9](B2OC(C)(C)C(C)(C)O2)[CH:8]=1)=[O:5].I[C:24]1[C:28]([CH:29]=[O:30])=[CH:27][N:26]([CH:31]2[CH2:36][CH2:35][CH2:34][CH2:33][O:32]2)[N:25]=1.C([O-])(O)=O.[Na+].O. (6) Given the product [CH3:28][N:19]1[C:18](=[O:29])[CH:17]([NH:16][C:14](=[O:15])[C@H:13]([O:30][CH3:31])[C@H:7]([OH:8])[C@@H:6]([OH:32])[C@H:5]([OH:10])/[CH:4]=[CH:3]/[C:2]([CH3:34])([CH3:33])[CH3:1])[CH2:23][C:22]2[CH:24]=[CH:25][CH:26]=[CH:27][C:21]=2[CH2:20]1, predict the reactants needed to synthesize it. The reactants are: [CH3:1][C:2]([CH3:34])([CH3:33])/[CH:3]=[CH:4]/[C@H:5]1[O:10]C(C)(C)[O:8][C@@H:7]([C@@H:13]([O:30][CH3:31])[C:14]([NH:16][CH:17]2[CH2:23][C:22]3[CH:24]=[CH:25][CH:26]=[CH:27][C:21]=3[CH2:20][N:19]([CH3:28])[C:18]2=[O:29])=[O:15])[C@H:6]1[OH:32].FC(F)(F)C(O)=O.O1CCCC1.O. (7) Given the product [N:12]1([CH2:1][C:3]2[S:7][C:6]([NH:8][C:9](=[O:11])[CH3:10])=[N:5][CH:4]=2)[CH2:17][CH2:16][CH2:15][CH2:14][CH2:13]1, predict the reactants needed to synthesize it. The reactants are: [CH:1]([C:3]1[S:7][C:6]([NH:8][C:9](=[O:11])[CH3:10])=[N:5][CH:4]=1)=O.[NH:12]1[CH2:17][CH2:16][CH2:15][CH2:14][CH2:13]1.